From a dataset of Catalyst prediction with 721,799 reactions and 888 catalyst types from USPTO. Predict which catalyst facilitates the given reaction. (1) Reactant: C([O:3][C:4](=[O:33])[CH2:5][C:6]1[N:7]=[C:8]([NH:12][C:13]([C:15]2[N:16]([CH2:24][C:25]3[CH:30]=[CH:29][C:28]([F:31])=[CH:27][C:26]=3[F:32])[CH:17]=[C:18]([CH2:20][CH:21]([CH3:23])[CH3:22])[CH:19]=2)=[O:14])[S:9][C:10]=1[Cl:11])C.CO.O.[OH-].[Li+]. Product: [Cl:11][C:10]1[S:9][C:8]([NH:12][C:13]([C:15]2[N:16]([CH2:24][C:25]3[CH:30]=[CH:29][C:28]([F:31])=[CH:27][C:26]=3[F:32])[CH:17]=[C:18]([CH2:20][CH:21]([CH3:22])[CH3:23])[CH:19]=2)=[O:14])=[N:7][C:6]=1[CH2:5][C:4]([OH:33])=[O:3]. The catalyst class is: 20. (2) Reactant: [Cl:1][C:2]1[C:10]([F:11])=[C:9]2[C:5]([C:6]([S:22][C:23]3[N:28]=[C:27]([C:29]([O:31]C)=[O:30])[CH:26]=[CH:25][CH:24]=3)=[C:7]([CH:19]3[CH2:21][CH2:20]3)[N:8]2[C:12]2[CH:13]=[N:14][N:15]([CH2:17][CH3:18])[CH:16]=2)=[CH:4][CH:3]=1.[OH-].[Na+]. Product: [Cl:1][C:2]1[C:10]([F:11])=[C:9]2[C:5]([C:6]([S:22][C:23]3[N:28]=[C:27]([C:29]([OH:31])=[O:30])[CH:26]=[CH:25][CH:24]=3)=[C:7]([CH:19]3[CH2:20][CH2:21]3)[N:8]2[C:12]2[CH:13]=[N:14][N:15]([CH2:17][CH3:18])[CH:16]=2)=[CH:4][CH:3]=1. The catalyst class is: 20. (3) Product: [Cl:19][C:5]1[C:6]([NH:8][C:9]2[CH:18]=[CH:17][CH:16]=[CH:15][C:10]=2[C:11]([NH:13][CH3:14])=[O:12])=[N:7][C:2]([NH:20][C:21]2[C:34]([O:35][CH3:36])=[CH:33][C:24]3[N:25]([CH2:31][CH3:32])[C:26](=[O:30])[CH2:27][CH2:28][CH2:29][C:23]=3[CH:22]=2)=[N:3][CH:4]=1. Reactant: Cl[C:2]1[N:7]=[C:6]([NH:8][C:9]2[CH:18]=[CH:17][CH:16]=[CH:15][C:10]=2[C:11]([NH:13][CH3:14])=[O:12])[C:5]([Cl:19])=[CH:4][N:3]=1.[NH2:20][C:21]1[C:34]([O:35][CH3:36])=[CH:33][C:24]2[N:25]([CH2:31][CH3:32])[C:26](=[O:30])[CH2:27][CH2:28][CH2:29][C:23]=2[CH:22]=1.Cl.COCCO.C(=O)([O-])[O-]. The catalyst class is: 225. (4) The catalyst class is: 7. Product: [C:1]([O:4][C@@H:5]([CH3:6])/[CH:7]=[CH:8]\[C:9]([NH:11][C@H:12]1[C@@H:13]([CH3:61])[O:14][C@@H:15]([CH2:19]/[CH:20]=[C:21](\[CH3:60])/[CH:22]=[CH:23]/[C@@H:24]2[C@@H:25]([OH:59])[C@@:26]3([O:28][CH2:27]3)[CH2:29][C@@H:30]([CH2:32][C:33]([NH:35]/[N:36]=[C:37](/[C:39]3[CH:44]=[CH:43][C:42]([O:45][CH2:46][CH2:47][CH2:48][C:49]([OH:51])=[O:50])=[CH:41][CH:40]=3)\[CH3:38])=[O:34])[O:31]2)[C@@H:16]([CH3:18])[CH2:17]1)=[O:10])(=[O:3])[CH3:2]. Reactant: [C:1]([O:4][C@H:5](/[CH:7]=[CH:8]\[C:9]([NH:11][C@@H:12]1[CH2:17][C@H:16]([CH3:18])[C@H:15]([CH2:19]/[CH:20]=[C:21](\[CH3:60])/[CH:22]=[CH:23]/[C@H:24]2[O:31][C@H:30]([CH2:32][C:33]([NH:35]/[N:36]=[C:37](/[C:39]3[CH:44]=[CH:43][C:42]([O:45][CH2:46][CH2:47][CH2:48][C:49]([O:51]N4C(=O)CCC4=O)=[O:50])=[CH:41][CH:40]=3)\[CH3:38])=[O:34])[CH2:29][C@:26]3([O:28][CH2:27]3)[C@@H:25]2[OH:59])[O:14][C@@H:13]1[CH3:61])=[O:10])[CH3:6])(=[O:3])[CH3:2].C1CCC(N=C=NC2CCCCC2)CC1.ON1C(=O)CCC1=O. (5) Reactant: [H-].[Na+].C1COCC1.[CH2:8]([OH:12])[CH2:9][CH2:10][OH:11].[Cl:13][C:14]1[N:19]=[C:18](Cl)[CH:17]=[CH:16][N:15]=1. The catalyst class is: 170. Product: [Cl:13][C:14]1[N:19]=[C:18]([O:11][CH2:10][CH2:9][CH2:8][OH:12])[CH:17]=[CH:16][N:15]=1. (6) The catalyst class is: 13. Product: [CH2:1]([C:5]1[N:9]([CH2:10][C:11]2[CH:16]=[CH:15][C:14]([C:17]3[C:18]([C:23]#[N:24])=[CH:19][CH:20]=[CH:21][CH:22]=3)=[CH:13][CH:12]=2)[C:8](=[O:25])[N:7]([CH2:38][C:39](=[O:44])[C:40]([CH3:43])([CH3:42])[CH3:41])[N:6]=1)[CH2:2][CH2:3][CH3:4]. Reactant: [CH2:1]([C:5]1[N:9]([CH2:10][C:11]2[CH:16]=[CH:15][C:14]([C:17]3[C:18]([C:23]#[N:24])=[CH:19][CH:20]=[CH:21][CH:22]=3)=[CH:13][CH:12]=2)[C:8](=[O:25])[NH:7][N:6]=1)[CH2:2][CH2:3][CH3:4].CC(C)([O-])C.[K+].CN(C)C=O.Br[CH2:38][C:39](=[O:44])[C:40]([CH3:43])([CH3:42])[CH3:41]. (7) Reactant: [Si:1]([O:8][C@H:9]1[CH2:18][C:17]([CH3:20])([CH3:19])[CH2:16][C:15]2[N:14]=[C:13]([CH:21]([CH3:23])[CH3:22])[C:12]([CH:24]=[O:25])=[C:11]([C:26]3[CH2:27][CH2:28][O:29][CH2:30][CH:31]=3)[C:10]1=2)([C:4]([CH3:7])([CH3:6])[CH3:5])([CH3:3])[CH3:2].Br[C:33]1[CH:38]=[CH:37][C:36]([C:39]([F:42])([F:41])[F:40])=[C:35]([F:43])[CH:34]=1. Product: [Si:1]([O:8][C@H:9]1[CH2:18][C:17]([CH3:19])([CH3:20])[CH2:16][C:15]2[N:14]=[C:13]([CH:21]([CH3:22])[CH3:23])[C:12]([C@H:24]([C:33]3[CH:38]=[CH:37][C:36]([C:39]([F:41])([F:42])[F:40])=[C:35]([F:43])[CH:34]=3)[OH:25])=[C:11]([C:26]3[CH2:27][CH2:28][O:29][CH2:30][CH:31]=3)[C:10]1=2)([C:4]([CH3:6])([CH3:7])[CH3:5])([CH3:2])[CH3:3]. The catalyst class is: 27.